This data is from Reaction yield outcomes from USPTO patents with 853,638 reactions. The task is: Predict the reaction yield, written as a fraction of the theoretical maximum amount of product (1.0 means a 100% yield; for example, 0.34 means a 34% yield). The reactants are [CH3:1][C:2]1[C:3]([CH2:8][N:9]([CH2:18][C:19]2[C:24]([CH3:25])=[CH:23][CH:22]=[CH:21][N:20]=2)[CH:10]2[CH2:15][CH2:14][N:13]([C:16]#[N:17])[CH2:12][CH2:11]2)=[N:4][CH:5]=[CH:6][CH:7]=1.[NH2:26][OH:27].Cl.CCN(C(C)C)C(C)C.C([O-])(O)=O.[Na+]. The catalyst is CN(C=O)C. The product is [CH3:1][C:2]1[C:3]([CH2:8][N:9]([CH2:18][C:19]2[C:24]([CH3:25])=[CH:23][CH:22]=[CH:21][N:20]=2)[CH:10]2[CH2:15][CH2:14][N:13]([C:16]([NH:26][OH:27])=[NH:17])[CH2:12][CH2:11]2)=[N:4][CH:5]=[CH:6][CH:7]=1. The yield is 0.580.